This data is from Forward reaction prediction with 1.9M reactions from USPTO patents (1976-2016). The task is: Predict the product of the given reaction. (1) Given the reactants [CH3:1][O:2][C:3]1[CH:44]=[CH:43][C:6]([CH2:7][N:8]([CH2:34][C:35]2[CH:40]=[CH:39][C:38]([O:41][CH3:42])=[CH:37][CH:36]=2)[C:9]2[N:14]=[C:13]([CH3:15])[N:12]=[C:11]([C:16]3[C:17]([NH:24][C:25]4[CH:26]=[N:27][C:28]([O:32][CH3:33])=[C:29]([F:31])[CH:30]=4)=[N:18][CH:19]=[C:20]([CH:23]=3)[CH:21]=[O:22])[N:10]=2)=[CH:5][CH:4]=1.[CH3:45][Mg]Br.[Cl-].[NH4+].O, predict the reaction product. The product is: [CH3:42][O:41][C:38]1[CH:37]=[CH:36][C:35]([CH2:34][N:8]([CH2:7][C:6]2[CH:5]=[CH:4][C:3]([O:2][CH3:1])=[CH:44][CH:43]=2)[C:9]2[N:14]=[C:13]([CH3:15])[N:12]=[C:11]([C:16]3[CH:23]=[C:20]([CH:21]([OH:22])[CH3:45])[CH:19]=[N:18][C:17]=3[NH:24][C:25]3[CH:26]=[N:27][C:28]([O:32][CH3:33])=[C:29]([F:31])[CH:30]=3)[N:10]=2)=[CH:40][CH:39]=1. (2) Given the reactants [CH3:1][O:2][C:3]1[CH:8]=[CH:7][C:6]([OH:9])=[CH:5][CH:4]=1.F[C:11]1[CH:16]=[CH:15][C:14]([N+:17]([O-:19])=[O:18])=[CH:13][CH:12]=1, predict the reaction product. The product is: [CH3:1][O:2][C:3]1[CH:8]=[CH:7][C:6]([O:9][C:11]2[CH:16]=[CH:15][C:14]([N+:17]([O-:19])=[O:18])=[CH:13][CH:12]=2)=[CH:5][CH:4]=1.